Dataset: Catalyst prediction with 721,799 reactions and 888 catalyst types from USPTO. Task: Predict which catalyst facilitates the given reaction. (1) Reactant: [Br:1][C:2]1[C:10]2[CH:9]=[C:8]([C:11]([O:13]C)=[O:12])[S:7][C:6]=2[CH:5]=[CH:4][CH:3]=1.[OH-].[Na+].CO. Product: [Br:1][C:2]1[C:10]2[CH:9]=[C:8]([C:11]([OH:13])=[O:12])[S:7][C:6]=2[CH:5]=[CH:4][CH:3]=1. The catalyst class is: 6. (2) Product: [Br:22][C:7]1[C:8](=[O:13])[O:9][C:10]2[C:5]([C:6]=1[CH3:14])=[CH:4][C:3]([O:2][CH3:1])=[CH:12][CH:11]=2. The catalyst class is: 10. Reactant: [CH3:1][O:2][C:3]1[CH:4]=[C:5]2[C:10](=[CH:11][CH:12]=1)[O:9][C:8](=[O:13])[CH:7]=[C:6]2[CH3:14].C1C(=O)N([Br:22])C(=O)C1. (3) Reactant: C(OC(=O)[NH:7][C:8]1[CH2:9][O:10][CH2:11][C:12]([C:15]2[CH:20]=[CH:19][CH:18]=[C:17]([C:21]3[CH:22]=[N:23][CH:24]=[C:25]([C:27]#[N:28])[CH:26]=3)[CH:16]=2)([CH3:14])[N:13]=1)(C)(C)C.[F:30][C:31]([F:36])([F:35])[C:32]([OH:34])=[O:33]. Product: [F:30][C:31]([F:36])([F:35])[C:32]([OH:34])=[O:33].[NH2:7][C:8]1[CH2:9][O:10][CH2:11][C:12]([C:15]2[CH:16]=[C:17]([C:21]3[CH:22]=[N:23][CH:24]=[C:25]([CH:26]=3)[C:27]#[N:28])[CH:18]=[CH:19][CH:20]=2)([CH3:14])[N:13]=1. The catalyst class is: 4. (4) Reactant: [F:1][CH:2]([F:41])[C:3]1[S:7][C:6]([C:8]([NH:10][C:11]2[N:15]([CH2:16][C@H:17]3[CH2:21][CH2:20][CH2:19][N:18]3C(OC(C)(C)C)=O)[C:14]3[CH:29]=[CH:30][C:31]([C:33](=[O:40])[NH:34][CH2:35][C:36]([CH3:39])([CH3:38])[CH3:37])=[CH:32][C:13]=3[N:12]=2)=[O:9])=[CH:5][CH:4]=1.C(Cl)Cl.Cl. Product: [F:41][CH:2]([F:1])[C:3]1[S:7][C:6]([C:8]([NH:10][C:11]2[N:15]([CH2:16][C@H:17]3[CH2:21][CH2:20][CH2:19][NH:18]3)[C:14]3[CH:29]=[CH:30][C:31]([C:33]([NH:34][CH2:35][C:36]([CH3:38])([CH3:37])[CH3:39])=[O:40])=[CH:32][C:13]=3[N:12]=2)=[O:9])=[CH:5][CH:4]=1. The catalyst class is: 12. (5) Reactant: CO[C:3]([CH2:5][CH2:6][C@H:7]([NH2:11])[C:8]([OH:10])=[O:9])=[O:4].C(CC(=O)C)(=O)C.S([O-])([O-])(=O)=O.[Na+].[Na+].[CH2:26]([NH2:28])[CH3:27]. Product: [NH2:11][C@H:7]([C:8]([OH:10])=[O:9])[CH2:6][CH2:5][C:3]([NH:28][CH2:26][CH3:27])=[O:4]. The catalyst class is: 5. (6) Reactant: [ClH:1].C(OC([N:9]1[CH2:13][C@H:12]([O:14][CH2:15][CH2:16][CH:17]([CH3:19])[CH3:18])[CH2:11][C@@H:10]1[C@H:20]1[O:24]C(C)(C)[N:22]([C:27](=[O:29])[CH3:28])[C@H:21]1[CH2:30][C:31]1[CH:36]=[C:35]([F:37])[CH:34]=[C:33]([F:38])[CH:32]=1)=O)(C)(C)C. Product: [ClH:1].[F:37][C:35]1[CH:36]=[C:31]([CH:32]=[C:33]([F:38])[CH:34]=1)[CH2:30][C@H:21]([NH:22][C:27](=[O:29])[CH3:28])[C@H:20]([OH:24])[C@H:10]1[CH2:11][C@@H:12]([O:14][CH2:15][CH2:16][CH:17]([CH3:18])[CH3:19])[CH2:13][NH:9]1. The catalyst class is: 12.